From a dataset of Peptide-MHC class I binding affinity with 185,985 pairs from IEDB/IMGT. Regression. Given a peptide amino acid sequence and an MHC pseudo amino acid sequence, predict their binding affinity value. This is MHC class I binding data. (1) The peptide sequence is RVACRDVEV. The MHC is HLA-B40:01 with pseudo-sequence HLA-B40:01. The binding affinity (normalized) is 0.213. (2) The peptide sequence is WIPYFGPGA. The MHC is HLA-A02:01 with pseudo-sequence HLA-A02:01. The binding affinity (normalized) is 0.327.